This data is from HIV replication inhibition screening data with 41,000+ compounds from the AIDS Antiviral Screen. The task is: Binary Classification. Given a drug SMILES string, predict its activity (active/inactive) in a high-throughput screening assay against a specified biological target. (1) The compound is CC1=C(N2CC2)C(=O)c2nc3n(c2C1=O)CCC3OC(=O)CCl. The result is 0 (inactive). (2) The molecule is CCOc1ccc(Nc2nc(N)nc(N)c2N)cc1. The result is 0 (inactive). (3) The drug is CCCCOP(=O)(C=Cc1ccc([N+](=O)[O-])cc1)OCCCC. The result is 0 (inactive). (4) The molecule is O=C1NC(NN=Cc2ccccc2)=NC1=Cc1ccc(Cl)cc1. The result is 0 (inactive).